This data is from Reaction yield outcomes from USPTO patents with 853,638 reactions. The task is: Predict the reaction yield, written as a fraction of the theoretical maximum amount of product (1.0 means a 100% yield; for example, 0.34 means a 34% yield). (1) The reactants are Br[C:2]1[CH:3]=[C:4]([NH:10][C:11]2[NH:15][N:14]=[C:13]([CH:16]3[CH2:18][CH2:17]3)[CH:12]=2)[C:5](=[O:9])[N:6]([CH3:8])[CH:7]=1.[C:19]([O:22][CH2:23][C:24]1[C:25]([N:39]2[CH2:51][CH2:50][N:42]3[C:43]4[CH2:44][CH2:45][CH2:46][CH2:47][C:48]=4[CH:49]=[C:41]3[C:40]2=[O:52])=[N:26][CH:27]=[CH:28][C:29]=1B1OC(C)(C)C(C)(C)O1)(=[O:21])[CH3:20].[O-]P([O-])([O-])=O.[K+].[K+].[K+].CC([O-])=O.[Na+]. The catalyst is C1C=CC(P(C2C=CC=CC=2)[C-]2C=CC=C2)=CC=1.C1C=CC(P(C2C=CC=CC=2)[C-]2C=CC=C2)=CC=1.Cl[Pd]Cl.[Fe+2].O.CC#N. The product is [C:19]([O:22][CH2:23][C:24]1[C:25]([N:39]2[CH2:51][CH2:50][N:42]3[C:43]4[CH2:44][CH2:45][CH2:46][CH2:47][C:48]=4[CH:49]=[C:41]3[C:40]2=[O:52])=[N:26][CH:27]=[CH:28][C:29]=1[C:2]1[CH:3]=[C:4]([NH:10][C:11]2[CH:12]=[C:13]([CH:16]3[CH2:18][CH2:17]3)[NH:14][N:15]=2)[C:5](=[O:9])[N:6]([CH3:8])[CH:7]=1)(=[O:21])[CH3:20]. The yield is 0.680. (2) The reactants are [F:1][C:2]1[CH:3]=[CH:4][C:5]2[N:6]([C:8]([C:11]3[N:16]=[C:15]([N:17](CC4C=CC(OC)=CC=4)[C@H:18]([C:20]4[CH:25]=[CH:24][CH:23]=[CH:22][CH:21]=4)[CH3:19])[CH:14]=[CH:13][N:12]=3)=[CH:9][N:10]=2)[CH:7]=1.FC(F)(F)C(O)=O. No catalyst specified. The product is [F:1][C:2]1[CH:3]=[CH:4][C:5]2[N:6]([C:8]([C:11]3[N:16]=[C:15]([NH:17][C@H:18]([C:20]4[CH:21]=[CH:22][CH:23]=[CH:24][CH:25]=4)[CH3:19])[CH:14]=[CH:13][N:12]=3)=[CH:9][N:10]=2)[CH:7]=1. The yield is 0.420. (3) The reactants are FC(F)(F)[C:3]([O-:5])=[O:4].F[C:9](F)(F)[C:10]([O-:12])=O.[NH3+:15][C@H:16]([C:32]1[NH:33][C:34]([C:37]2[CH:46]=[CH:45][C:44]3[C:39](=[CH:40][CH:41]=[CH:42][CH:43]=3)[CH:38]=2)=[CH:35][NH+:36]=1)[CH2:17][CH2:18][CH2:19][CH2:20][NH:21]C(OCC1C=CC=CC=1)=O.[CH3:47]CN=C=NCCCN(C)C.[CH:58]1[CH:59]=[CH:60][C:61]2N(O)N=N[C:62]=2[CH:63]=1.[CH3:68][O:69][C:70]1[CH:71]=[C:72]2[C:76](=[CH:77][CH:78]=1)[NH:75][C:74]([CH3:79])=[C:73]2CC(O)=O.CCN(C(C)C)C(C)C. The catalyst is CN(C=O)C.CCOC(C)=O. The product is [CH3:68][O:69][C:70]1[CH:71]=[C:72]2[C:76](=[CH:77][CH:78]=1)[NH:75][C:74]([CH3:79])=[C:73]2[CH2:9][C:10]([NH:15][C@H:16]([C:32]1[NH:33][C:34]([C:37]2[CH:46]=[CH:45][C:44]3[C:39](=[CH:40][CH:41]=[CH:42][CH:43]=3)[CH:38]=2)=[CH:35][N:36]=1)[CH2:17][CH2:18][CH2:19][CH2:20][NH:21][C:3](=[O:4])[O:5][CH2:47][C:62]1[CH:61]=[CH:60][CH:59]=[CH:58][CH:63]=1)=[O:12]. The yield is 0.770. (4) The reactants are [Br:1][C:2]1[CH:10]=[CH:9][CH:8]=[C:7]2[C:3]=1[C:4]([C:14]1[C:15](O)=[CH:16][C:17]3[O:21][CH2:20][CH2:19][C:18]=3[CH:22]=1)([CH2:12][OH:13])[C:5](=[O:11])[NH:6]2.C(P(CCCC)CCCC)CCC.N(C(OC(C)(C)C)=O)=NC(OC(C)(C)C)=O. The catalyst is C(OCC)(=O)C. The yield is 0.370. The product is [Br:1][C:2]1[CH:10]=[CH:9][CH:8]=[C:7]2[C:3]=1[C:4]1([CH2:12][O:13][C:15]3[CH:16]=[C:17]4[C:18](=[CH:22][C:14]1=3)[CH2:19][CH2:20][O:21]4)[C:5](=[O:11])[NH:6]2.